This data is from Reaction yield outcomes from USPTO patents with 853,638 reactions. The task is: Predict the reaction yield, written as a fraction of the theoretical maximum amount of product (1.0 means a 100% yield; for example, 0.34 means a 34% yield). (1) The yield is 0.850. The product is [CH2:15]([N:22]1[CH2:7][CH:2]1[C:3]([O:5][CH3:6])=[O:4])[C:16]1[CH:21]=[CH:20][CH:19]=[CH:18][CH:17]=1. The reactants are Br[CH:2]([CH2:7]Br)[C:3]([O:5][CH3:6])=[O:4].C([O-])([O-])=O.[K+].[K+].[CH2:15]([NH2:22])[C:16]1[CH:21]=[CH:20][CH:19]=[CH:18][CH:17]=1. The catalyst is C(#N)C. (2) The reactants are C=C[C:3]1[CH:8]=[CH:7][CH:6]=[CH:5][CH:4]=1.C[N+]1([O-])[CH2:15][CH2:14][O:13]CC1.O.CC(C)=[O:20].C(#N)C. No catalyst specified. The product is [C:3]1([CH:14]([OH:13])[CH2:15][OH:20])[CH:8]=[CH:7][CH:6]=[CH:5][CH:4]=1. The yield is 0.862. (3) The reactants are [OH:1][C:2]1[CH:9]=[C:8]([O:10][CH3:11])[CH:7]=[CH:6][C:3]=1[CH:4]=[O:5].C1C=CC(N([S:19]([C:22]([F:25])([F:24])[F:23])(=[O:21])=[O:20])[S:19]([C:22]([F:25])([F:24])[F:23])(=[O:21])=[O:20])=CC=1.C(N(CC)CC)C. The catalyst is ClCCl.CCCCCC. The product is [CH:4]([C:3]1[CH:6]=[CH:7][C:8]([O:10][CH3:11])=[CH:9][C:2]=1[O:1][S:19]([C:22]([F:25])([F:24])[F:23])(=[O:21])=[O:20])=[O:5]. The yield is 0.950.